From a dataset of Reaction yield outcomes from USPTO patents with 853,638 reactions. Predict the reaction yield, written as a fraction of the theoretical maximum amount of product (1.0 means a 100% yield; for example, 0.34 means a 34% yield). The reactants are [C:1]1([CH2:7][CH2:8]/[CH:9]=[CH:10]/[C:11]([OH:13])=O)[CH:6]=[CH:5][CH:4]=[CH:3][CH:2]=1.ClC(OCC)=O.C(N(CC)CC)C.[CH:27]1([NH2:30])[CH2:29][CH2:28]1.[Cl-].[Na+]. No catalyst specified. The product is [CH:27]1([NH:30][C:11](=[O:13])/[CH:10]=[CH:9]/[CH2:8][CH2:7][C:1]2[CH:2]=[CH:3][CH:4]=[CH:5][CH:6]=2)[CH2:29][CH2:28]1. The yield is 0.850.